The task is: Predict hERG channel inhibition at various concentrations.. This data is from hERG Central: cardiac toxicity at 1µM, 10µM, and general inhibition. (1) The compound is Cc1ccc(S(=O)(=O)Nc2cccc(C(=O)NCC(C)(C)N3CCOCC3)c2)cc1F. Results: hERG_inhib (hERG inhibition (general)): blocker. (2) The molecule is O=C(Nc1cccc(S(=O)(=O)N2CCCCC2)c1)c1ccc([N+](=O)[O-])o1. Results: hERG_inhib (hERG inhibition (general)): blocker. (3) The molecule is CC1(C)Cc2ccccc2-c2nnc(SCc3ccc(C#N)cc3)n21. Results: hERG_inhib (hERG inhibition (general)): blocker. (4) The compound is Cc1cc(C)cc(C(=O)N(CCc2ccccc2)C2CC3CCC(C2)N3C)c1.Cl. Results: hERG_inhib (hERG inhibition (general)): blocker.